This data is from CYP2C19 inhibition data for predicting drug metabolism from PubChem BioAssay. The task is: Regression/Classification. Given a drug SMILES string, predict its absorption, distribution, metabolism, or excretion properties. Task type varies by dataset: regression for continuous measurements (e.g., permeability, clearance, half-life) or binary classification for categorical outcomes (e.g., BBB penetration, CYP inhibition). Dataset: cyp2c19_veith. (1) The drug is Cc1ccc2nc(NC(=S)NC(=O)c3cccs3)sc2c1. The result is 1 (inhibitor). (2) The molecule is Cc1c(C)c2ccc(Oc3ccc([N+](=O)[O-])cc3C(F)(F)F)c(C)c2oc1=O. The result is 1 (inhibitor).